This data is from Catalyst prediction with 721,799 reactions and 888 catalyst types from USPTO. The task is: Predict which catalyst facilitates the given reaction. (1) Reactant: [F:1][C:2]1[CH:10]=[C:9]2[C:5]([CH:6]=[CH:7][N:8]2[C:11]2[CH:16]=[CH:15][C:14]([F:17])=[CH:13][CH:12]=2)=[CH:4][C:3]=1[C:18]#[C:19][CH2:20][CH2:21][CH2:22][OH:23].CCN(CC)CC.[CH3:31][S:32](Cl)(=[O:34])=[O:33].Cl. Product: [F:1][C:2]1[CH:10]=[C:9]2[C:5]([CH:6]=[CH:7][N:8]2[C:11]2[CH:12]=[CH:13][C:14]([F:17])=[CH:15][CH:16]=2)=[CH:4][C:3]=1[C:18]#[C:19][CH2:20][CH2:21][CH2:22][O:23][S:32]([CH3:31])(=[O:34])=[O:33]. The catalyst class is: 2. (2) Reactant: CCN(C(C)C)C(C)C.[C:10]([O:14][C:15]([NH:17][C@H:18]1[CH2:24][CH2:23][S:22][C@H:21]2[CH2:25][CH2:26][CH2:27][C@@H:28]([C:29](O)=[O:30])[N:20]2[C:19]1=[O:32])=[O:16])([CH3:13])([CH3:12])[CH3:11].[CH2:33]([NH2:36])[CH2:34][CH3:35].ON1C2N=CC=CC=2N=N1.C(Cl)CCl. Product: [O:32]=[C:19]1[C@@H:18]([NH:17][C:15](=[O:16])[O:14][C:10]([CH3:12])([CH3:11])[CH3:13])[CH2:24][CH2:23][S:22][C@H:21]2[CH2:25][CH2:26][CH2:27][C@@H:28]([C:29](=[O:30])[NH:36][CH2:33][CH2:34][CH3:35])[N:20]12. The catalyst class is: 3. (3) Reactant: [C:1]([C:5]1[CH:10]=[CH:9][C:8]([N:11]2[C:15]([OH:16])=[C:14]([C:17](=O)[CH3:18])[C:13]([CH3:20])=[N:12]2)=[CH:7][CH:6]=1)([CH3:4])([CH3:3])[CH3:2].[CH3:21][O:22][C:23]([C:25]1[CH:34]=[CH:33][C:28]([C:29]([NH:31][NH2:32])=[O:30])=[CH:27][C:26]=1[N+:35]([O-:37])=[O:36])=[O:24]. Product: [C:1]([C:5]1[CH:10]=[CH:9][C:8]([N:11]2[C:15](=[O:16])[C:14](=[C:17]([NH:32][NH:31][C:29](=[O:30])[C:28]3[CH:33]=[CH:34][C:25]([C:23]([O:22][CH3:21])=[O:24])=[C:26]([N+:35]([O-:37])=[O:36])[CH:27]=3)[CH3:18])[C:13]([CH3:20])=[N:12]2)=[CH:7][CH:6]=1)([CH3:4])([CH3:3])[CH3:2]. The catalyst class is: 3. (4) Reactant: [Cl:1][C:2]1[CH:7]=[CH:6][CH:5]=[CH:4][C:3]=1[N:8]1[C:13](=[O:14])[C:12]2[CH:15]=[N:16][C:17]([NH:19][C:20]3[CH:29]=[C:28]4[C:23]([CH2:24][CH2:25][N:26](C(OC(C)(C)C)=O)[CH2:27]4)=[CH:22][CH:21]=3)=[N:18][C:11]=2[N:10]2[CH:37]=[CH:38][N:39]=[C:9]12.[F:40][C:41]([F:46])([F:45])[C:42]([OH:44])=[O:43]. Product: [Cl:1][C:2]1[CH:7]=[CH:6][CH:5]=[CH:4][C:3]=1[N:8]1[C:13](=[O:14])[C:12]2[CH:15]=[N:16][C:17]([NH:19][C:20]3[CH:29]=[C:28]4[C:23]([CH2:24][CH2:25][NH:26][CH2:27]4)=[CH:22][CH:21]=3)=[N:18][C:11]=2[N:10]2[CH:37]=[CH:38][N:39]=[C:9]12.[F:40][C:41]([F:46])([F:45])[C:42]([OH:44])=[O:43]. The catalyst class is: 2. (5) Reactant: [F-].C([N+](CCCC)(CCCC)CCCC)CCC.[Br:19][C:20]1[CH:25]=[CH:24][C:23]([C:26](=[O:31])[C:27]([F:30])([F:29])[F:28])=[CH:22][C:21]=1[CH:32]([F:34])[F:33].[Si]([C:39]([F:42])([F:41])[F:40])(C)(C)C. Product: [Br:19][C:20]1[CH:25]=[CH:24][C:23]([C:26]([OH:31])([C:39]([F:42])([F:41])[F:40])[C:27]([F:30])([F:29])[F:28])=[CH:22][C:21]=1[CH:32]([F:33])[F:34]. The catalyst class is: 1. (6) Reactant: [NH2:1][C@H:2]1[CH2:7][CH2:6][C@H:5]([CH2:8][N:9]([C@@H:16]2[CH2:18][C@H:17]2[C:19]2[CH:24]=[CH:23][CH:22]=[CH:21][CH:20]=2)C(=O)C(F)(F)F)[CH2:4][CH2:3]1.[CH:25]([C:27]1[CH:35]=[CH:34][C:30]([C:31]([OH:33])=[O:32])=[CH:29][CH:28]=1)=O.C(O[BH-](OC(=O)C)OC(=O)C)(=O)C.[Na+]. Product: [C:19]1([C@@H:17]2[CH2:18][C@H:16]2[NH:9][CH2:8][C@H:5]2[CH2:4][CH2:3][C@H:2]([NH:1][CH2:25][C:27]3[CH:35]=[CH:34][C:30]([C:31]([OH:33])=[O:32])=[CH:29][CH:28]=3)[CH2:7][CH2:6]2)[CH:20]=[CH:21][CH:22]=[CH:23][CH:24]=1. The catalyst class is: 26. (7) Reactant: C(=O)([O-])[O-].[Cs+].[Cs+].[Br:7][C:8]1[CH:9]=[C:10]2[C:14](=[CH:15][CH:16]=1)[NH:13][CH:12]=[C:11]2[CH:17]=[O:18].I[CH:20]([CH3:22])[CH3:21]. Product: [Br:7][C:8]1[CH:9]=[C:10]2[C:14](=[CH:15][CH:16]=1)[N:13]([CH:20]([CH3:22])[CH3:21])[CH:12]=[C:11]2[CH:17]=[O:18]. The catalyst class is: 3.